The task is: Predict the reactants needed to synthesize the given product.. This data is from Full USPTO retrosynthesis dataset with 1.9M reactions from patents (1976-2016). (1) Given the product [F:8][C:9]1[CH:10]=[C:11]([CH:15]2[CH2:20][CH2:19][NH:18][CH2:17][CH:16]2[NH:28][C:29]([C:31]2[CH:32]=[C:33]3[C:37](=[CH:38][CH:39]=2)[NH:36][N:35]=[C:34]3[C:59]2[CH:60]=[CH:61][N:62]=[CH:63][CH:64]=2)=[O:30])[CH:12]=[CH:13][CH:14]=1, predict the reactants needed to synthesize it. The reactants are: FC(F)(F)C(O)=O.[F:8][C:9]1[CH:10]=[C:11]([CH:15]2[CH2:20][CH2:19][N:18](C(OC(C)(C)C)=O)[CH2:17][CH:16]2[NH:28][C:29]([C:31]2[CH:32]=[C:33]3[C:37](=[CH:38][CH:39]=2)[N:36](C(C2C=CC=CC=2)(C2C=CC=CC=2)C2C=CC=CC=2)[N:35]=[C:34]3[C:59]2[CH:64]=[CH:63][N:62]=[CH:61][CH:60]=2)=[O:30])[CH:12]=[CH:13][CH:14]=1. (2) Given the product [F:1][C:2]([F:15])([F:16])[C:3]1[CH:10]=[C:9]([C:11]([F:12])([F:13])[F:14])[CH:8]=[CH:7][C:4]=1[CH2:5][OH:6], predict the reactants needed to synthesize it. The reactants are: [F:1][C:2]([F:16])([F:15])[C:3]1[CH:10]=[C:9]([C:11]([F:14])([F:13])[F:12])[CH:8]=[CH:7][C:4]=1[CH:5]=[O:6].[BH4-].[Na+]. (3) Given the product [Cl:15][C:5]1[CH:4]=[CH:3][C:2]([C:7]([O:9][CH3:10])=[O:8])=[CH:14][C:6]=1[C:7]([O:9][C:10]([CH3:13])([CH3:12])[CH3:11])=[O:8], predict the reactants needed to synthesize it. The reactants are: Br[C:2]1[CH:3]=[CH:4][C:5]([Cl:15])=[C:6]([CH:14]=1)[C:7]([O:9][C:10]([CH3:13])([CH3:12])[CH3:11])=[O:8]. (4) Given the product [F:1][C:2]1[CH:7]=[CH:6][C:5](/[C:8](/[CH2:20][N:21]2[CH:25]=[CH:24][N:23]=[CH:22]2)=[CH:9]\[C:10]2[CH:11]=[C:12]([CH:17]=[CH:18][CH:19]=2)[C:13]([OH:15])=[O:14])=[CH:4][CH:3]=1, predict the reactants needed to synthesize it. The reactants are: [F:1][C:2]1[CH:7]=[CH:6][C:5]([C:8]([CH2:20][N:21]2[CH:25]=[CH:24][N:23]=[CH:22]2)=[CH:9][C:10]2[CH:11]=[C:12]([CH:17]=[CH:18][CH:19]=2)[C:13]([O:15]C)=[O:14])=[CH:4][CH:3]=1.[OH-].[Na+]. (5) Given the product [O:12]1[CH:16]=[CH:15][CH:14]=[C:13]1[S:8]([Cl:7])(=[O:11])=[O:9], predict the reactants needed to synthesize it. The reactants are: P(Cl)(Cl)(Cl)(Cl)Cl.[Cl:7][S:8]([OH:11])(=O)=[O:9].[O:12]1[CH:16]=[CH:15][CH:14]=[CH:13]1. (6) Given the product [C:13]1([CH3:22])[CH:18]=[CH:17][CH:16]=[CH:15][C:14]=1[C:2]1[CH:12]=[N:11][C:5]2[N:6]=[C:7]([NH2:10])[N:8]=[CH:9][C:4]=2[CH:3]=1, predict the reactants needed to synthesize it. The reactants are: Cl[C:2]1[CH:12]=[N:11][C:5]2[N:6]=[C:7]([NH2:10])[N:8]=[CH:9][C:4]=2[CH:3]=1.[C:13]1([CH3:22])[CH:18]=[CH:17][CH:16]=[CH:15][C:14]=1B(O)O.[F-].[Cs+].O. (7) Given the product [CH3:1][O:2][C:3]1[CH:8]=[C:7]([CH:6]=[C:5]([S:12][CH2:13][CH2:14][N:15]2[CH2:20][CH2:19][O:18][CH2:17][CH2:16]2)[CH:4]=1)[NH2:9], predict the reactants needed to synthesize it. The reactants are: [CH3:1][O:2][C:3]1[CH:4]=[C:5]([S:12][CH2:13][CH2:14][N:15]2[CH2:20][CH2:19][O:18][CH2:17][CH2:16]2)[CH:6]=[C:7]([N+:9]([O-])=O)[CH:8]=1.O.[Cl-].[NH4+]. (8) Given the product [CH3:8][O:9][C:10]1[CH:11]=[C:12]([CH:13]=[CH:14][CH:15]=1)[C:16]([C:18]1[CH:23]=[C:22]([C:24]2([C:29]3[CH:30]=[CH:31][C:32]([Cl:35])=[CH:33][CH:34]=3)[O:28][CH2:27][CH2:26][O:25]2)[CH:21]=[CH:20][C:19]=1[NH:36][C:1](=[O:3])[CH3:2])=[O:17], predict the reactants needed to synthesize it. The reactants are: [C:1](OC(=O)C)(=[O:3])[CH3:2].[CH3:8][O:9][C:10]1[CH:11]=[C:12]([C:16]([C:18]2[CH:23]=[C:22]([C:24]3([C:29]4[CH:34]=[CH:33][C:32]([Cl:35])=[CH:31][CH:30]=4)[O:28][CH2:27][CH2:26][O:25]3)[CH:21]=[CH:20][C:19]=2[NH2:36])=[O:17])[CH:13]=[CH:14][CH:15]=1. (9) Given the product [Cl:1][C:2]1[CH:3]=[CH:4][C:5]([CH:24]=[O:25])=[C:6]2[C:10]=1[N:9]=[C:8]1[N:11]([C:15]3[C:16]([CH3:23])=[N:17][C:18]([O:21][CH3:22])=[CH:19][CH:20]=3)[CH2:12][CH2:13][CH2:14][N:7]21, predict the reactants needed to synthesize it. The reactants are: [Cl:1][C:2]1[C:10]2[N:9]=[C:8]3[N:11]([C:15]4[C:16]([CH3:23])=[N:17][C:18]([O:21][CH3:22])=[CH:19][CH:20]=4)[CH2:12][CH2:13][CH2:14][N:7]3[C:6]=2[C:5]([CH2:24][OH:25])=[CH:4][CH:3]=1.CC(OI1(OC(C)=O)(OC(C)=O)OC(=O)C2C=CC=CC1=2)=O. (10) Given the product [NH2:29][S:28]([CH2:27][CH2:26][CH2:25][N:24]([CH3:39])[CH2:23][CH2:22][N:21]([CH3:40])[CH:19]1[CH2:18][C:17]2[CH:41]=[CH:42][CH:43]=[CH:44][C:16]=2[C:15]2=[C:7]([CH:1]3[CH2:6][CH2:5][CH2:4][CH2:3][CH2:2]3)[C:8]3[CH:9]=[CH:10][C:11]([C:45]([OH:47])=[O:46])=[CH:12][C:13]=3[N:14]2[CH2:20]1)(=[O:38])=[O:37], predict the reactants needed to synthesize it. The reactants are: [CH:1]1([C:7]2[C:8]3[CH:9]=[CH:10][C:11]([C:45]([O:47]C)=[O:46])=[CH:12][C:13]=3[N:14]3[CH2:20][CH:19]([N:21]([CH3:40])[CH2:22][CH2:23][N:24]([CH3:39])[CH2:25][CH2:26][CH2:27][S:28](=[O:38])(=[O:37])[NH:29]C(=O)OC(C)(C)C)[CH2:18][C:17]4[CH:41]=[CH:42][CH:43]=[CH:44][C:16]=4[C:15]=23)[CH2:6][CH2:5][CH2:4][CH2:3][CH2:2]1.[OH-].[K+].Cl.